Dataset: Reaction yield outcomes from USPTO patents with 853,638 reactions. Task: Predict the reaction yield, written as a fraction of the theoretical maximum amount of product (1.0 means a 100% yield; for example, 0.34 means a 34% yield). (1) The reactants are [CH3:1][O:2][C:3]1[CH:19]=[CH:18][C:6]([CH2:7][O:8][C:9]2[CH:17]=[CH:16][C:12]([C:13]([OH:15])=[O:14])=[CH:11][N:10]=2)=[CH:5][CH:4]=1.[C:20](=O)([O-])[O-].[K+].[K+].CI.O. The catalyst is CN(C=O)C. The product is [CH3:1][O:2][C:3]1[CH:4]=[CH:5][C:6]([CH2:7][O:8][C:9]2[CH:17]=[CH:16][C:12]([C:13]([O:15][CH3:20])=[O:14])=[CH:11][N:10]=2)=[CH:18][CH:19]=1. The yield is 0.440. (2) The reactants are Cl.[NH2:2][C@@H:3]([CH2:6][CH:7]1[CH2:12][CH2:11][CH2:10][CH2:9][CH2:8]1)[CH2:4][OH:5].C(=O)(O)[O-].[Na+].[CH3:18][C:19]([O:22][C:23](O[C:23]([O:22][C:19]([CH3:21])([CH3:20])[CH3:18])=[O:24])=[O:24])([CH3:21])[CH3:20]. The catalyst is O1CCOCC1.O. The product is [CH:7]1([CH2:6][C@H:3]([NH:2][C:23](=[O:24])[O:22][C:19]([CH3:21])([CH3:20])[CH3:18])[CH2:4][OH:5])[CH2:12][CH2:11][CH2:10][CH2:9][CH2:8]1. The yield is 0.920.